From a dataset of Catalyst prediction with 721,799 reactions and 888 catalyst types from USPTO. Predict which catalyst facilitates the given reaction. Reactant: [Cl:1][C:2]1[CH:3]=[C:4]([CH:19]=[CH:20][C:21]=1[O:22][CH2:23][CH:24]1[CH2:26][CH2:25]1)[C:5]([NH:7][CH:8]1[CH2:17][CH2:16][C:11]2([O:15][CH2:14][CH2:13][O:12]2)[CH2:10][CH:9]1[OH:18])=O.C(N(CC)CC)C.O. Product: [Cl:1][C:2]1[CH:3]=[C:4]([C:5]2[O:18][C:9]3[CH2:10][C:11]4([O:12][CH2:13][CH2:14][O:15]4)[CH2:16][CH2:17][C:8]=3[N:7]=2)[CH:19]=[CH:20][C:21]=1[O:22][CH2:23][CH:24]1[CH2:25][CH2:26]1. The catalyst class is: 16.